This data is from Forward reaction prediction with 1.9M reactions from USPTO patents (1976-2016). The task is: Predict the product of the given reaction. (1) Given the reactants C(OC([C:6]1[CH:11]=[CH:10][C:9](B(O)O)=CC=1)=O)C.NC1CC(C(N(CCC)CCC)=O)=CC2C=CC(Br)=CC=2N=1.C[O:38][C:39]([C:41]1[CH:46]=[CH:45][C:44](B(O)O)=[CH:43][CH:42]=1)=[O:40].[C:50](=[O:53])([O-])[O-:51].[K+].[K+].C(OC([NH:63][C:64]1[CH2:65][C:66]([C:86](=[O:102])[N:87]([CH2:91][CH2:92][CH2:93][O:94][Si](C(C)(C)C)(C)C)[CH2:88][CH2:89][CH3:90])=[CH:67][C:68]2[CH:74]=[CH:73][C:72]([C:75]3[CH:85]=[CH:84][C:78]([C:79](OCC)=O)=[CH:77][CH:76]=3)=[CH:71][C:69]=2[N:70]=1)=O)(C)(C)C, predict the reaction product. The product is: [NH2:63][C:64]1[CH2:65][C:66]([C:86](=[O:102])[N:87]([CH2:91][CH2:92][CH2:93][OH:94])[CH2:88][CH2:89][CH3:90])=[CH:67][C:68]2[CH:74]=[CH:73][C:72]([C:75]3[CH:76]=[CH:77][C:78]([CH2:79][C:50]([O:51][CH2:9][CH:10]4[CH2:6][CH2:11]4)=[O:53])=[CH:84][CH:85]=3)=[CH:71][C:69]=2[N:70]=1.[C:39]([O-:40])(=[O:38])[C:41]1[CH:46]=[CH:45][CH:44]=[CH:43][CH:42]=1. (2) The product is: [F:1][C:2]1[N:9]=[C:8]([N:12]2[CH2:16][CH2:15][CH2:14][CH2:13]2)[C:7]([F:11])=[CH:6][C:3]=1[C:4]#[N:5]. Given the reactants [F:1][C:2]1[N:9]=[C:8](F)[C:7]([F:11])=[CH:6][C:3]=1[C:4]#[N:5].[NH:12]1[CH2:16][CH2:15][CH2:14][CH2:13]1, predict the reaction product. (3) Given the reactants C[O:2][C:3](=[O:28])[CH2:4][CH2:5][CH2:6][CH2:7][CH2:8][CH2:9][N:10]1[C:15](=[O:16])[CH2:14][CH2:13][CH2:12][C@@H:11]1/[CH:17]=[CH:18]/[CH:19]([OH:27])[CH2:20][C:21]1[CH:26]=[CH:25][CH:24]=[CH:23][CH:22]=1, predict the reaction product. The product is: [OH:27][CH:19]([CH2:20][C:21]1[CH:22]=[CH:23][CH:24]=[CH:25][CH:26]=1)/[CH:18]=[CH:17]/[C@H:11]1[CH2:12][CH2:13][CH2:14][C:15](=[O:16])[N:10]1[CH2:9][CH2:8][CH2:7][CH2:6][CH2:5][CH2:4][C:3]([OH:28])=[O:2]. (4) Given the reactants [Cl:1][C:2]1[CH:10]=[CH:9][CH:8]=[C:7]2[C:3]=1[C:4]([CH2:11][C:12]#[N:13])=[CH:5][NH:6]2.ClC1C=CC=C2C=1C=CN2.ClS([N:28]=[C:29]=[O:30])(=O)=O, predict the reaction product. The product is: [Cl:1][C:2]1[CH:10]=[CH:9][CH:8]=[C:7]2[C:3]=1[C:4]([CH2:11][C:12]#[N:13])=[CH:5][N:6]2[C:29]([NH2:28])=[O:30]. (5) Given the reactants [N:1]1[CH:6]=[CH:5][C:4]([C:7]2[CH:12]=[CH:11][N:10]=[CH:9][CH:8]=2)=[CH:3][CH:2]=1.[I:13][CH2:14][CH2:15][CH2:16][CH2:17][CH2:18][CH3:19], predict the reaction product. The product is: [I-:13].[I-:13].[CH2:14]([N+:1]1[CH:6]=[CH:5][C:4]([C:7]2[CH:12]=[CH:11][N+:10]([CH2:2][CH2:3][CH2:4][CH2:7][CH2:8][CH3:9])=[CH:9][CH:8]=2)=[CH:3][CH:2]=1)[CH2:15][CH2:16][CH2:17][CH2:18][CH3:19]. (6) Given the reactants Cl[C:2]1[N:11]=[C:10]2[C:5]([C:6](=[O:28])[C:7]([C:23]([O:25][CH2:26][CH3:27])=[O:24])=[CH:8][N:9]2[CH2:12][C:13]2[CH:18]=[CH:17][C:16]([O:19][CH3:20])=[CH:15][C:14]=2[O:21][CH3:22])=[CH:4][C:3]=1F.[NH:30]1[CH2:36][CH2:35][CH2:34][C@H:31]1[CH2:32][OH:33].C(N(C(C)C)CC)(C)C.O, predict the reaction product. The product is: [CH3:22][O:21][C:14]1[CH:15]=[C:16]([O:19][CH3:20])[CH:17]=[CH:18][C:13]=1[CH2:12][N:9]1[C:10]2[C:5](=[CH:4][CH:3]=[C:2]([N:30]3[CH2:36][CH2:35][CH2:34][C@H:31]3[CH2:32][OH:33])[N:11]=2)[C:6](=[O:28])[C:7]([C:23]([O:25][CH2:26][CH3:27])=[O:24])=[CH:8]1.